Dataset: Peptide-MHC class I binding affinity with 185,985 pairs from IEDB/IMGT. Task: Regression. Given a peptide amino acid sequence and an MHC pseudo amino acid sequence, predict their binding affinity value. This is MHC class I binding data. (1) The peptide sequence is SAAIAGLF. The MHC is HLA-A24:02 with pseudo-sequence HLA-A24:02. The binding affinity (normalized) is 0.149. (2) The peptide sequence is ILFPKTFGW. The MHC is Mamu-B17 with pseudo-sequence Mamu-B17. The binding affinity (normalized) is 0.566. (3) The peptide sequence is DYAMHGTVF. The MHC is HLA-B15:01 with pseudo-sequence HLA-B15:01. The binding affinity (normalized) is 0.238. (4) The peptide sequence is LLFLLLADA. The MHC is HLA-A02:03 with pseudo-sequence HLA-A02:03. The binding affinity (normalized) is 0.434. (5) The peptide sequence is RGEQLLSCCRF. The MHC is Mamu-A02 with pseudo-sequence Mamu-A02. The binding affinity (normalized) is 0.917. (6) The peptide sequence is SAYYLDIGF. The MHC is HLA-A03:01 with pseudo-sequence HLA-A03:01. The binding affinity (normalized) is 0.0847.